From a dataset of Forward reaction prediction with 1.9M reactions from USPTO patents (1976-2016). Predict the product of the given reaction. (1) Given the reactants [CH3:1][C:2]([CH3:7])([CH2:5][OH:6])[CH2:3][OH:4].[S:8]1[CH:12]=[CH:11][C:10]([C:13](=O)[CH3:14])=[CH:9]1.O, predict the reaction product. The product is: [CH3:14][C:13]1([C:10]2[CH:11]=[CH:12][S:8][CH:9]=2)[O:6][CH2:5][C:2]([CH3:7])([CH3:1])[CH2:3][O:4]1. (2) Given the reactants S(C1C=CC(C)=CC=1)(O)(=O)=O.[NH2:12][CH2:13][C@H:14]([CH2:19][C:20]1[CH:25]=[C:24]([Cl:26])[CH:23]=[CH:22][C:21]=1[O:27][CH3:28])[C:15]([O:17][CH3:18])=[O:16].[OH-].[Na+].[C:31](O[C:31]([O:33][C:34]([CH3:37])([CH3:36])[CH3:35])=[O:32])([O:33][C:34]([CH3:37])([CH3:36])[CH3:35])=[O:32].C(OCC)(=O)C, predict the reaction product. The product is: [C:34]([O:33][C:31]([NH:12][CH2:13][C@@H:14]([CH2:19][C:20]1[CH:25]=[C:24]([Cl:26])[CH:23]=[CH:22][C:21]=1[O:27][CH3:28])[C:15]([O:17][CH3:18])=[O:16])=[O:32])([CH3:37])([CH3:36])[CH3:35]. (3) The product is: [CH2:52]([O:51][C:47]1[CH:46]=[C:45]([S:42]([NH:41][C:39]([C@@:34]2([NH:33][C:32]([C@@H:9]3[CH2:10][C@H:11]([O:13][C:14]4[C:23]5[C:18](=[CH:19][C:20]([O:24][CH3:25])=[CH:21][CH:22]=5)[N:17]=[C:16]([C:26]5[CH:31]=[CH:30][CH:29]=[CH:28][CH:27]=5)[CH:15]=4)[CH2:12][C@@H:8]3[NH2:7])=[O:59])[CH2:36][C@H:35]2[CH:37]=[CH2:38])=[O:40])(=[O:44])=[O:43])[CH:50]=[CH:49][CH:48]=1)[C:53]1[CH:54]=[CH:55][CH:56]=[CH:57][CH:58]=1. Given the reactants C(OC(=O)[NH:7][C@H:8]1[CH2:12][C@@H:11]([O:13][C:14]2[C:23]3[C:18](=[CH:19][C:20]([O:24][CH3:25])=[CH:21][CH:22]=3)[N:17]=[C:16]([C:26]3[CH:31]=[CH:30][CH:29]=[CH:28][CH:27]=3)[CH:15]=2)[CH2:10][C@H:9]1[C:32](=[O:59])[NH:33][C@:34]1([C:39]([NH:41][S:42]([C:45]2[CH:50]=[CH:49][CH:48]=[C:47]([O:51][CH2:52][C:53]3[CH:58]=[CH:57][CH:56]=[CH:55][CH:54]=3)[CH:46]=2)(=[O:44])=[O:43])=[O:40])[CH2:36][C@H:35]1[CH:37]=[CH2:38])(C)(C)C.Cl, predict the reaction product.